Dataset: Forward reaction prediction with 1.9M reactions from USPTO patents (1976-2016). Task: Predict the product of the given reaction. (1) Given the reactants Br[C:2]1[S:6][C:5]2=[N:7][CH:8]=[C:9]([I:10])[N:4]2[N:3]=1.[NH2:11][C:12]([C:14]1[CH:15]=[C:16](B(O)O)[CH:17]=[CH:18][CH:19]=1)=[O:13].C([O-])([O-])=O.[Na+].[Na+].C([O-])(O)=O.[Na+], predict the reaction product. The product is: [I:10][C:9]1[N:4]2[C:5]([S:6][C:2]([C:18]3[CH:19]=[C:14]([CH:15]=[CH:16][CH:17]=3)[C:12]([NH2:11])=[O:13])=[N:3]2)=[N:7][CH:8]=1. (2) The product is: [F:1][C:2]([F:17])([F:18])[C:3]([N:5]1[CH2:6][CH2:7][C:8]2[C:13](=[CH:12][C:11]([N+:14]([O-:16])=[O:15])=[CH:10][CH:9]=2)[CH2:19]1)=[O:4]. Given the reactants [F:1][C:2]([F:18])([F:17])[C:3]([NH:5][CH2:6][CH2:7][C:8]1[CH:13]=[CH:12][C:11]([N+:14]([O-:16])=[O:15])=[CH:10][CH:9]=1)=[O:4].[CH2:19]=O.S(=O)(=O)(O)O, predict the reaction product. (3) The product is: [CH3:25][C:23]([CH3:26])=[CH:24][C:2]1[CH:3]=[CH:4][C:5]([N:8]2[CH2:13][CH2:12][CH:11]([CH2:14][CH2:15][NH:16][C:17](=[O:21])[O:18][CH2:19][CH3:20])[CH2:10][CH2:9]2)=[N:6][CH:7]=1. Given the reactants Br[C:2]1[CH:3]=[CH:4][C:5]([N:8]2[CH2:13][CH2:12][CH:11]([CH2:14][CH2:15][NH:16][C:17](=[O:21])[O:18][CH2:19][CH3:20])[CH2:10][CH2:9]2)=[N:6][CH:7]=1.O[C:23]([C:26](O)(C)C)([CH3:25])[CH3:24].CC(C)=CB([O-])[O-].C(=O)([O-])[O-].[Cs+].[Cs+].O1CCCC1, predict the reaction product. (4) Given the reactants [F:1][C:2]([F:43])([F:42])[C:3]1[CH:4]=[C:5]([C@H:13]([O:15][C@H:16]2[CH2:20][N:19]([C:21]([O:23][C:24]([CH3:27])([CH3:26])[CH3:25])=[O:22])[C@@H:18]([CH2:28][CH:29]([CH3:34])[C:30]([O:32][CH3:33])=[O:31])[C@@H:17]2[C:35]2[CH:40]=[CH:39][C:38]([F:41])=[CH:37][CH:36]=2)[CH3:14])[CH:6]=[C:7]([C:9]([F:12])([F:11])[F:10])[CH:8]=1.[Li+].[CH3:45][Si]([N-][Si](C)(C)C)(C)C.[CH2:54](I)[CH:55]=C, predict the reaction product. The product is: [F:12][C:9]([F:10])([F:11])[C:7]1[CH:6]=[C:5]([C@H:13]([O:15][C@H:16]2[CH2:20][N:19]([C:21]([O:23][C:24]([CH3:26])([CH3:27])[CH3:25])=[O:22])[C@@H:18]([CH2:28][C:29]([C:30]([O:32][CH3:33])=[O:31])([CH3:45])[CH2:34][CH:54]=[CH2:55])[C@@H:17]2[C:35]2[CH:40]=[CH:39][C:38]([F:41])=[CH:37][CH:36]=2)[CH3:14])[CH:4]=[C:3]([C:2]([F:1])([F:42])[F:43])[CH:8]=1. (5) Given the reactants [N:1]([C:4]1([CH2:20][C:21](OC(C)(C)C)=[O:22])[C:17]2[C:12](=[N:13][CH:14]=[C:15]([Br:18])[CH:16]=2)[O:11][C:10]2[C:5]1=[CH:6][C:7]([I:19])=[CH:8][CH:9]=2)=[N+]=[N-].[H-].[H-].[H-].[H-].[Li+].[Al+3], predict the reaction product. The product is: [NH2:1][C:4]1([CH2:20][CH2:21][OH:22])[C:17]2[C:12](=[N:13][CH:14]=[C:15]([Br:18])[CH:16]=2)[O:11][C:10]2[C:5]1=[CH:6][C:7]([I:19])=[CH:8][CH:9]=2.